Predict the reactants needed to synthesize the given product. From a dataset of Full USPTO retrosynthesis dataset with 1.9M reactions from patents (1976-2016). (1) Given the product [CH3:16][NH:17][C:2]1[C:11]([N+:12]([O-:14])=[O:13])=[CH:10][CH:9]=[C:8]2[C:3]=1[C:4](=[O:15])[NH:5][CH:6]=[N:7]2, predict the reactants needed to synthesize it. The reactants are: Cl[C:2]1[C:11]([N+:12]([O-:14])=[O:13])=[CH:10][CH:9]=[C:8]2[C:3]=1[C:4](=[O:15])[NH:5][CH:6]=[N:7]2.[CH3:16][NH2:17]. (2) Given the product [O:35]=[C:31]1[CH:32]2[CH2:15][CH:29]([CH2:30][CH2:25]2)[C:28]([O:5][C:4](=[O:6])[C:3]2[CH:7]=[CH:8][C:9]([C:11]([F:14])([F:12])[F:13])=[N:10][C:2]=2[CH3:1])=[CH:27]1, predict the reactants needed to synthesize it. The reactants are: [CH3:1][C:2]1[N:10]=[C:9]([C:11]([F:14])([F:13])[F:12])[CH:8]=[CH:7][C:3]=1[C:4]([OH:6])=[O:5].[CH2:15](N(CC)CC)C.CN([C:25]1[CH:30]=[CH:29][CH:28]=[CH:27]N=1)C.[C:31](Cl)(=[O:35])[C:32](Cl)=O. (3) Given the product [CH3:3][CH:2]([C@H:4]([NH:23][CH:24]=[O:25])[C:5]([O:7][CH2:8][CH2:9][O:10][CH2:11][N:12]1[C:16]2[NH:17][C:18]([NH2:22])=[N:19][C:20](=[O:21])[C:15]=2[N:14]=[CH:13]1)=[O:6])[CH3:1], predict the reactants needed to synthesize it. The reactants are: [CH3:1][CH:2]([C@H:4]([NH2:23])[C:5]([O:7][CH2:8][CH2:9][O:10][CH2:11][N:12]1[C:16]2[NH:17][C:18]([NH2:22])=[N:19][C:20](=[O:21])[C:15]=2[N:14]=[CH:13]1)=[O:6])[CH3:3].[CH:24]([O-])=[O:25].[NH4+]. (4) The reactants are: C(OC(=O)[NH:7][C@H:8]1[CH2:13][C@@H:12]([N:14]2[CH2:21][C:20]3[C:16](=[N:17][N:18]([S:22]([CH:25]4[CH2:29][CH2:28][CH2:27][CH2:26]4)(=[O:24])=[O:23])[CH:19]=3)[CH2:15]2)[CH2:11][O:10][C@@H:9]1[C:30]1[CH:35]=[C:34]([F:36])[C:33]([F:37])=[CH:32][C:31]=1[F:38])(C)(C)C.[F:40][C:41]([F:46])([F:45])[C:42]([OH:44])=[O:43]. Given the product [F:40][C:41]([F:46])([F:45])[C:42]([OH:44])=[O:43].[F:38][C:31]1[CH:32]=[C:33]([F:37])[C:34]([F:36])=[CH:35][C:30]=1[C@@H:9]1[C@@H:8]([NH2:7])[CH2:13][C@@H:12]([N:14]2[CH2:21][C:20]3[C:16](=[N:17][N:18]([S:22]([CH:25]4[CH2:29][CH2:28][CH2:27][CH2:26]4)(=[O:24])=[O:23])[CH:19]=3)[CH2:15]2)[CH2:11][O:10]1, predict the reactants needed to synthesize it.